This data is from Reaction yield outcomes from USPTO patents with 853,638 reactions. The task is: Predict the reaction yield, written as a fraction of the theoretical maximum amount of product (1.0 means a 100% yield; for example, 0.34 means a 34% yield). (1) The reactants are Cl.[CH3:2][O:3][C:4]1[CH:9]=[C:8]([CH3:10])[NH:7][C:6](=[O:11])[C:5]=1[CH2:12][NH:13][C:14]([C:16]1[C:24]2[C:19](=[CH:20][CH:21]=[CH:22][CH:23]=2)[N:18]([C@@H:25]([CH:27]2[CH2:32][CH2:31][NH:30][CH2:29][CH2:28]2)[CH3:26])[C:17]=1[CH3:33])=[O:15].CCN(C(C)C)C(C)C.[CH:43]1([S:46](Cl)(=[O:48])=[O:47])[CH2:45][CH2:44]1. The catalyst is C(Cl)Cl. The product is [CH:43]1([S:46]([N:30]2[CH2:29][CH2:28][CH:27]([C@H:25]([N:18]3[C:19]4[C:24](=[CH:23][CH:22]=[CH:21][CH:20]=4)[C:16]([C:14]([NH:13][CH2:12][C:5]4[C:6](=[O:11])[NH:7][C:8]([CH3:10])=[CH:9][C:4]=4[O:3][CH3:2])=[O:15])=[C:17]3[CH3:33])[CH3:26])[CH2:32][CH2:31]2)(=[O:48])=[O:47])[CH2:45][CH2:44]1. The yield is 0.560. (2) The reactants are [CH2:1]([O:8][CH2:9][C:10]1([C:23]([O:25]CC)=[O:24])[CH2:15][CH2:14][N:13]([C:16]([O:18][C:19]([CH3:22])([CH3:21])[CH3:20])=[O:17])[CH2:12][CH2:11]1)[C:2]1[CH:7]=[CH:6][CH:5]=[CH:4][CH:3]=1.C1COCC1.Cl. The catalyst is [Li+].[OH-]. The product is [CH2:1]([O:8][CH2:9][C:10]1([C:23]([OH:25])=[O:24])[CH2:15][CH2:14][N:13]([C:16]([O:18][C:19]([CH3:20])([CH3:21])[CH3:22])=[O:17])[CH2:12][CH2:11]1)[C:2]1[CH:7]=[CH:6][CH:5]=[CH:4][CH:3]=1. The yield is 0.650. (3) The yield is 0.490. The catalyst is C1COCC1.O. The reactants are C(N(CC)CC)C.[C:8](Cl)(Cl)=[O:9].[Br:12][C:13]1[CH:14]=[C:15]2[C:19](=[CH:20][CH:21]=1)[NH:18][CH:17]=[CH:16]2.[C:22]([NH:25][NH2:26])(=[O:24])[CH3:23]. The product is [C:22]([NH:25][NH:26][C:8]([N:18]1[C:19]2[C:15](=[CH:14][C:13]([Br:12])=[CH:21][CH:20]=2)[CH:16]=[CH:17]1)=[O:9])(=[O:24])[CH3:23]. (4) The reactants are [NH2:1][C@H:2]([CH2:10][OH:11])[CH2:3][C:4]1[CH:9]=[CH:8][CH:7]=[CH:6][CH:5]=1.[CH:12](=O)[C:13]1[CH:18]=[CH:17][CH:16]=[CH:15][CH:14]=1.[H][H]. The catalyst is C(O)C.[Pt]. The product is [CH2:12]([NH:1][C@H:2]([CH2:10][OH:11])[CH2:3][C:4]1[CH:5]=[CH:6][CH:7]=[CH:8][CH:9]=1)[C:13]1[CH:18]=[CH:17][CH:16]=[CH:15][CH:14]=1. The yield is 0.480.